From a dataset of Catalyst prediction with 721,799 reactions and 888 catalyst types from USPTO. Predict which catalyst facilitates the given reaction. (1) Reactant: [CH3:1][C:2]1[CH:10]=[C:9]([O:11][C:12]([F:15])([F:14])[F:13])[CH:8]=[CH:7][C:3]=1[C:4]([OH:6])=O.[CH2:16]([O:18][C:19](=[O:41])[C:20]([O:23][C:24]1[CH:29]=[CH:28][C:27]([O:30][C:31]2[CH:36]=[CH:35][CH:34]=[C:33]([CH2:37][NH2:38])[CH:32]=2)=[CH:26][C:25]=1[CH2:39]C)([CH3:22])[CH3:21])[CH3:17].C(N(CC)C(C)C)(C)C.CN(C=O)C. Product: [CH2:16]([O:18][C:19](=[O:41])[C:20]([CH3:22])([O:23][C:24]1[CH:29]=[CH:28][C:27]([O:30][C:31]2[CH:36]=[CH:35][CH:34]=[C:33]([CH2:37][NH:38][C:4](=[O:6])[C:3]3[CH:7]=[CH:8][C:9]([O:11][C:12]([F:15])([F:14])[F:13])=[CH:10][C:2]=3[CH3:1])[CH:32]=2)=[CH:26][C:25]=1[CH3:39])[CH3:21])[CH3:17]. The catalyst class is: 34. (2) Reactant: [CH:1]1([CH2:4][O:5][C:6]2[CH:14]=[CH:13][C:9]3[O:10][CH2:11][O:12][C:8]=3[C:7]=2[C:15]2[C:16]3[NH:23][CH:22]=[C:21]([C:24]([OH:26])=O)[C:17]=3[N:18]=[CH:19][N:20]=2)[CH2:3][CH2:2]1.Cl.[NH2:28][C@@H:29]([C@H:59]([OH:61])[CH3:60])[C:30]([N:32]1[CH2:37][CH2:36][CH:35]([N:38]2[N:47]=[C:46]([C:48]3[CH:53]=[CH:52][C:51]([O:54][CH3:55])=[C:50]([O:56][CH3:57])[CH:49]=3)[C@@H:45]3[C@@H:40]([CH2:41][CH2:42][CH2:43][CH2:44]3)[C:39]2=[O:58])[CH2:34][CH2:33]1)=[O:31].CN(C(ON1N=NC2C=CC=CC1=2)=[N+](C)C)C.F[P-](F)(F)(F)(F)F.CCN(C(C)C)C(C)C.C(=O)(O)[O-].[Na+]. Product: [CH:1]1([CH2:4][O:5][C:6]2[CH:14]=[CH:13][C:9]3[O:10][CH2:11][O:12][C:8]=3[C:7]=2[C:15]2[C:16]3[NH:23][CH:22]=[C:21]([C:24]([NH:28][C@@H:29]([C@H:59]([OH:61])[CH3:60])[C:30]([N:32]4[CH2:37][CH2:36][CH:35]([N:38]5[N:47]=[C:46]([C:48]6[CH:53]=[CH:52][C:51]([O:54][CH3:55])=[C:50]([O:56][CH3:57])[CH:49]=6)[C@@H:45]6[C@@H:40]([CH2:41][CH2:42][CH2:43][CH2:44]6)[C:39]5=[O:58])[CH2:34][CH2:33]4)=[O:31])=[O:26])[C:17]=3[N:18]=[CH:19][N:20]=2)[CH2:2][CH2:3]1. The catalyst class is: 2.